Dataset: Peptide-MHC class I binding affinity with 185,985 pairs from IEDB/IMGT. Task: Regression. Given a peptide amino acid sequence and an MHC pseudo amino acid sequence, predict their binding affinity value. This is MHC class I binding data. The peptide sequence is KSRENSTLI. The MHC is HLA-B35:01 with pseudo-sequence HLA-B35:01. The binding affinity (normalized) is 0.0847.